From a dataset of TCR-epitope binding with 47,182 pairs between 192 epitopes and 23,139 TCRs. Binary Classification. Given a T-cell receptor sequence (or CDR3 region) and an epitope sequence, predict whether binding occurs between them. (1) The epitope is IQYIDIGNY. The TCR CDR3 sequence is CASSYRTGGGGYTF. Result: 0 (the TCR does not bind to the epitope). (2) The epitope is YVFCTVNAL. The TCR CDR3 sequence is CASSPATSGNNEQFF. Result: 1 (the TCR binds to the epitope).